From a dataset of Full USPTO retrosynthesis dataset with 1.9M reactions from patents (1976-2016). Predict the reactants needed to synthesize the given product. (1) Given the product [C:15]([NH:14][C:12]1[S:13][C:9]([C:6]2[CH:5]=[CH:4][C:3]([O:2][CH3:1])=[C:8]([S:20]([Cl:19])(=[O:22])=[O:21])[CH:7]=2)=[C:10]([CH3:18])[N:11]=1)(=[O:17])[CH3:16], predict the reactants needed to synthesize it. The reactants are: [CH3:1][O:2][C:3]1[CH:8]=[CH:7][C:6]([C:9]2[S:13][C:12]([NH:14][C:15](=[O:17])[CH3:16])=[N:11][C:10]=2[CH3:18])=[CH:5][CH:4]=1.[Cl:19][S:20](O)(=[O:22])=[O:21]. (2) Given the product [F:5][C:6]1[CH:15]=[CH:14][C:13]([C:16]2[CH:25]=[CH:24][C:23]3[C:18](=[CH:19][CH:20]=[C:21]([OH:26])[CH:22]=3)[CH:17]=2)=[CH:12][C:7]=1[C:8]([O:10][CH3:11])=[O:9], predict the reactants needed to synthesize it. The reactants are: B(Br)(Br)Br.[F:5][C:6]1[CH:15]=[CH:14][C:13]([C:16]2[CH:25]=[CH:24][C:23]3[C:18](=[CH:19][CH:20]=[C:21]([O:26]C)[CH:22]=3)[CH:17]=2)=[CH:12][C:7]=1[C:8]([O:10][CH3:11])=[O:9]. (3) Given the product [F:20][C:21]1[CH:26]=[CH:25][CH:24]=[CH:23][C:22]=1[C:2]1[CH:11]=[N:10][CH:9]=[C:8]2[C:3]=1[CH:4]=[C:5]([C:12]([NH:14][CH2:15][C:16]([F:19])([F:18])[F:17])=[O:13])[CH:6]=[N:7]2, predict the reactants needed to synthesize it. The reactants are: Br[C:2]1[CH:11]=[N:10][CH:9]=[C:8]2[C:3]=1[CH:4]=[C:5]([C:12]([NH:14][CH2:15][C:16]([F:19])([F:18])[F:17])=[O:13])[CH:6]=[N:7]2.[F:20][C:21]1[CH:26]=[CH:25][CH:24]=[CH:23][C:22]=1B(O)O.C(=O)([O-])[O-].[Cs+].[Cs+]. (4) Given the product [CH3:1][N:2]1[C:7](=[O:8])[C:6]2=[C:9]([S:23][CH2:24][CH2:25][CH2:26][C:27]([OH:29])=[O:28])[N:10]([CH2:12][C:13]3[C:22]4[C:17](=[CH:18][CH:19]=[CH:20][CH:21]=4)[CH:16]=[CH:15][CH:14]=3)[CH:11]=[C:5]2[N:4]([CH2:30][CH:31]([CH3:32])[CH3:33])[C:3]1=[O:34].[C:27](=[O:28])([O-:35])[O-:29].[Na+:36].[Na+:36], predict the reactants needed to synthesize it. The reactants are: [CH3:1][N:2]1[C:7](=[O:8])[C:6]2=[C:9]([S:23][CH2:24][CH2:25][CH2:26][C:27]([OH:29])=[O:28])[N:10]([CH2:12][C:13]3[C:22]4[C:17](=[CH:18][CH:19]=[CH:20][CH:21]=4)[CH:16]=[CH:15][CH:14]=3)[CH:11]=[C:5]2[N:4]([CH2:30][CH:31]([CH3:33])[CH3:32])[C:3]1=[O:34].[OH-:35].[Na+:36]. (5) Given the product [Cl:11][C:12]1[CH:17]=[C:16]([CH:18]=[O:19])[CH:15]=[C:14]([Cl:20])[C:13]=1[C:21]1[CH:26]=[CH:25][C:24]([F:27])=[CH:23][CH:22]=1, predict the reactants needed to synthesize it. The reactants are: C(Cl)(=O)C(Cl)=O.CS(C)=O.[Cl:11][C:12]1[CH:17]=[C:16]([CH2:18][OH:19])[CH:15]=[C:14]([Cl:20])[C:13]=1[C:21]1[CH:26]=[CH:25][C:24]([F:27])=[CH:23][CH:22]=1.CCN(C(C)C)C(C)C. (6) The reactants are: [N+]([C:4]1[C:9]([CH3:10])=[CH:8][N+:7]([O-:11])=[C:6]([CH3:12])[C:5]=1[CH3:13])([O-])=O.[ClH:14].C(=O)([O-])[O-].[K+].[K+]. Given the product [Cl:14][C:4]1[C:9]([CH3:10])=[CH:8][N+:7]([O-:11])=[C:6]([CH3:12])[C:5]=1[CH3:13], predict the reactants needed to synthesize it.